Dataset: Full USPTO retrosynthesis dataset with 1.9M reactions from patents (1976-2016). Task: Predict the reactants needed to synthesize the given product. Given the product [C:1]([O:5][C:6]([N:8]([C:24]([O:26][C:27]([CH3:30])([CH3:29])[CH3:28])=[O:25])[C:9]1[O:17][C:16]2[C:11](=[N:12][CH:13]=[C:14]([CH:31]=[CH2:32])[CH:15]=2)[C:10]=1[C:19]([O:21][CH2:22][CH3:23])=[O:20])=[O:7])([CH3:4])([CH3:3])[CH3:2], predict the reactants needed to synthesize it. The reactants are: [C:1]([O:5][C:6]([N:8]([C:24]([O:26][C:27]([CH3:30])([CH3:29])[CH3:28])=[O:25])[C:9]1[O:17][C:16]2[C:11](=[N:12][CH:13]=[C:14](Br)[CH:15]=2)[C:10]=1[C:19]([O:21][CH2:22][CH3:23])=[O:20])=[O:7])([CH3:4])([CH3:3])[CH3:2].[CH3:31][C:32]1(C)C(C)(C)OB(C=C)O1.[O-]P([O-])([O-])=O.[K+].[K+].[K+].